From a dataset of Reaction yield outcomes from USPTO patents with 853,638 reactions. Predict the reaction yield, written as a fraction of the theoretical maximum amount of product (1.0 means a 100% yield; for example, 0.34 means a 34% yield). (1) The reactants are [CH3:1][O:2][C:3]1[CH:4]=[C:5]2[C:10](=[CH:11][CH:12]=1)[N:9]=[C:8]([NH:13][CH2:14][CH2:15][O:16][CH3:17])[C:7]([CH2:18]O)=[CH:6]2.O=S(Cl)[Cl:22]. The catalyst is C(Cl)Cl. The product is [ClH:22].[Cl:22][CH2:18][C:7]1[C:8]([NH:13][CH2:14][CH2:15][O:16][CH3:17])=[N:9][C:10]2[C:5]([CH:6]=1)=[CH:4][C:3]([O:2][CH3:1])=[CH:12][CH:11]=2. The yield is 1.00. (2) The reactants are N(C(C)C)C(C)C.[Li]CCCC.[Cl:13][C:14]1[CH:20]=[CH:19][CH:18]=[CH:17][C:15]=1[NH2:16].[Br:21][C:22]1[C:27]([C:28]([OH:30])=[O:29])=[C:26](F)[C:25]([F:32])=[C:24]([F:33])[CH:23]=1. The catalyst is C1COCC1. The product is [Br:21][C:22]1[C:27]([C:28]([OH:30])=[O:29])=[C:26]([NH:16][C:15]2[CH:17]=[CH:18][CH:19]=[CH:20][C:14]=2[Cl:13])[C:25]([F:32])=[C:24]([F:33])[CH:23]=1. The yield is 0.640. (3) The reactants are [CH3:1][C:2]([Si:5]([CH3:36])([CH3:35])[O:6][C@H:7]1[CH2:12][C@@H:11]([CH2:13][N:14]2C(=O)C3C(=CC=CC=3)C2=O)[CH2:10][N:9]([C:25]([O:27][CH2:28][C:29]2[CH:34]=[CH:33][CH:32]=[CH:31][CH:30]=2)=[O:26])[CH2:8]1)([CH3:4])[CH3:3].NN. The catalyst is CCO. The product is [NH2:14][CH2:13][C@H:11]1[CH2:12][C@@H:7]([O:6][Si:5]([C:2]([CH3:1])([CH3:4])[CH3:3])([CH3:36])[CH3:35])[CH2:8][N:9]([C:25]([O:27][CH2:28][C:29]2[CH:30]=[CH:31][CH:32]=[CH:33][CH:34]=2)=[O:26])[CH2:10]1. The yield is 0.920.